Task: Predict the reactants needed to synthesize the given product.. Dataset: Full USPTO retrosynthesis dataset with 1.9M reactions from patents (1976-2016) Given the product [CH3:26][C:27]1[O:31][N:30]=[C:29]([C:32]2[CH:37]=[CH:36][CH:35]=[CH:34][CH:33]=2)[C:28]=1[C:38]([O:1][CH2:2][CH2:3][CH2:4][CH2:5][CH2:6][CH2:7][N:8]1[CH2:13][CH2:12][CH:11]([C:14]2[CH:19]=[CH:18][CH:17]=[C:16]([NH:20][C:21](=[O:25])[CH:22]([CH3:23])[CH3:24])[CH:15]=2)[CH2:10][CH2:9]1)=[O:39], predict the reactants needed to synthesize it. The reactants are: [OH:1][CH2:2][CH2:3][CH2:4][CH2:5][CH2:6][CH2:7][N:8]1[CH2:13][CH2:12][CH:11]([C:14]2[CH:15]=[C:16]([NH:20][C:21](=[O:25])[CH:22]([CH3:24])[CH3:23])[CH:17]=[CH:18][CH:19]=2)[CH2:10][CH2:9]1.[CH3:26][C:27]1[O:31][N:30]=[C:29]([C:32]2[CH:37]=[CH:36][CH:35]=[CH:34][CH:33]=2)[C:28]=1[C:38](Cl)=[O:39].